This data is from Experimentally validated miRNA-target interactions with 360,000+ pairs, plus equal number of negative samples. The task is: Binary Classification. Given a miRNA mature sequence and a target amino acid sequence, predict their likelihood of interaction. (1) The miRNA is hsa-miR-1273c with sequence GGCGACAAAACGAGACCCUGUC. The protein sequence of the target gene is MLSSVCVWSFRGRQGTGKQQPQPVPTPQPPESSPPPLPPPQQQQCSQPGTAASPAGAPLSCGPGGRRAEPCPGLPAVAMGRHGGGGGDSGKIVINVGGVRHETYRSTLRTLPGTRLAGLTEPEAAARFDYDPGTDEFFFDRHPGVFAYVLNYYRTGKLHCPADVCGPLFEEELGFWGIDETDVEACCWMTYRQHRDAEEALDSFEAPDSSANANANAGGAHDAGLDDEAGAGGGGLDGAGGELKRLCFQDAGGGAGGPAGGAGGAGGTWWRRWQPRVWALFEDPYSSRAARYVAFASLFF.... Result: 0 (no interaction). (2) The miRNA is mmu-miR-3110-5p with sequence UUCUGCCUCCCCUGAAGGCUC. The protein sequence of the target gene is MGFRLITQLKGMSVFLVLFPTLLLVMLTGAQRACPKNCRCDGKIVYCESHAFADIPENISGGSQGLSLRFNSIQKLKSNQFAGLNQLIWLYLDHNYISSVDEDAFQGIRRLKELILSSNKITYLHNKTFHPVPNLRNLDLSYNKLQTLQSEQFKGLRKLIILHLRSNSLKTVPIRVFQDCRNLDFLDLGYNRLRSLSRNAFAGLLKLKELHLEHNQFSKINFAHFPRLFNLRSIYLQWNRIRSVSQGLTWTWSSLHTLDLSGNDIQAIEPGTFKCLPNLQKLNLDSNKLTNVSQETVNAW.... Result: 0 (no interaction). (3) The miRNA is hsa-miR-4666a-3p with sequence CAUACAAUCUGACAUGUAUUU. The protein sequence of the target gene is MEVSRRKTPPRPPYPAAPLPLIAYLLALAAPARGADEPVWRSEQAIGAIAASRADGVFVASGSCLDQLDYSLKNRLSRLYRDQAGNCTEPVSLAPPARPRPGSSFSKLLLPYREGATGLEGLLLTGWTFDRGACEVRPLGNLNRSSLRNGTEVVSCHPQGSTAGVVYRASGTDLWYLAVAATYVLPEPETANRCNPAASDRDTAIALKNTEGRSLATQELGRLKLRGSAGSLHFVDAFLWNGSVYFPYYPYNYTSGAATGWPSMARIAQSTEVLFQGQAALDCDHGHPEGRRLLLSSSLV.... Result: 0 (no interaction). (4) The miRNA is hsa-miR-3133 with sequence UAAAGAACUCUUAAAACCCAAU. The protein sequence of the target gene is MAVPPRGRGIDPARTNPDTFPPSGARCMEPSPERPACSQQEPTLGMDAMASEHRDVLVLLPSREQLRLAVGVKATGRELFQQVCNVASIRDAQFFGLCVVRNNEYIFMDLEQKLSKYFSKDWKKERNEGNEKPRAPFVAFLRVQHYVENGRVISDHRARHLYYCHLKERVLRSQCAHREEAYFLLAACALQADLGEHRESAHAGRYFEPHSYFPQWIITKRGIDYILRHMPTLHRERQGLSPKEAMLCFIQEACRLEDVPVHFFRLHKDKKEGRPTVILGLALRGVHIYQGKKLEIQLDG.... Result: 0 (no interaction). (5) The miRNA is cel-miR-58b-3p with sequence AGAGAUCAACCAUUGAGAUCCAA. The protein sequence of the target gene is MNQTDKNQQEIPSYLNDEPPEGSMKDHPQQQPGMLSRVTGGIFSVTKGAVGATIGGVAWIGGKSLEVTKTAVTTVPSMGIGLVKGGVSAVAGGVTAVGSAVVNKVPLTGKKKDKSD. Result: 0 (no interaction). (6) The miRNA is hsa-miR-3689b-3p with sequence CUGGGAGGUGUGAUAUUGUGGU. The protein sequence of the target gene is MQALRHVVCALSGGVDSAVAALLLRRRGYQVTGVFMKNWDSLDEHGVCTADKDCEDAYRVCQILDIPFHQVSYVKEYWNDVFSDFLNEYEKGRTPNPDIVCNKHIKFSCFFHYAVDNLGADAIATGHYARTSLEDEEVFEQKHVKKPEGLFRNRFEVRNAVKLLQAADSFKDQTFFLSQVSQDALRRTIFPLGGLTKEFVKKIAAENRLHHVLQKKESMGMCFIGKRNFEHFLLQYLQPRPGHFISIEDNKVLGTHKGWFLYTLGQRANIGGLREPWYVVEKDSVKGDVFVAPRTDHPAL.... Result: 1 (interaction). (7) The miRNA is hsa-let-7b-3p with sequence CUAUACAACCUACUGCCUUCCC. The protein sequence of the target gene is MSDEASETGQRYNGQPILKRQKPILPYICSTLDFQEERDFLAKSIFPRLNDICSSRGTYFKAVDLRWSAVKAHKSFTSNQFRQYSCLQSQHLKLSLDYVNRCFPFFIGLLGQTYGDFLPDYTPFLLSQVKDFESLSKGKKNLYIAAKNGYPWVLKTPNCSLTEFEIIQAVFRKKSQFQFFYFRTSNSLLRTFNEEEEEEEEKLSSAYLLNEQGKMKVGKLKAKIIGKGLPVRFYRDLEELGDMVWKDWSAVVEKLYPFTTIMGNIDYKHSFENLYHEEFVENCKQVFVTSKESNRTFEIL.... Result: 0 (no interaction). (8) The miRNA is mmu-miR-1198-5p with sequence UAUGUGUUCCUGGCUGGCUUGG. The protein sequence of the target gene is MHQPPESTAAAAAAADISARKMAHPAMFPRRGSGSGSASALNAAGTGVGSNATSSEDFPPPSLLQPPPPAASSTSGPQPPPPQSLNLLSQAQLQAQPLAPGGTQMKKKSGFQITSVTPAQISASISSNNSIAEDTESYDDLDESHTEDLSSSEILDVSLSRATDLGEPERSSSEETLNNFQEAETPGAVSPNQPHLPQPHLPHLPQQNVVINGNAHPHHLHHHHQIHHGHHLQHGHHHPSHVAVASASITGGPPSSPVSRKLSTTGSSDSITPVAPTSAVSSSGSPASVMTNMRAPSTTG.... Result: 0 (no interaction).